This data is from Peptide-MHC class I binding affinity with 185,985 pairs from IEDB/IMGT. The task is: Regression. Given a peptide amino acid sequence and an MHC pseudo amino acid sequence, predict their binding affinity value. This is MHC class I binding data. (1) The peptide sequence is WLSYFVASFR. The MHC is Patr-A0101 with pseudo-sequence Patr-A0101. The binding affinity (normalized) is 0.667. (2) The peptide sequence is WSMGKEAPQF. The binding affinity (normalized) is 0.490. The MHC is Mamu-A02 with pseudo-sequence Mamu-A02. (3) The peptide sequence is VITDQTVNI. The MHC is HLA-A02:02 with pseudo-sequence HLA-A02:02. The binding affinity (normalized) is 0.304. (4) The peptide sequence is HTKIDSMFL. The MHC is HLA-A30:01 with pseudo-sequence HLA-A30:01. The binding affinity (normalized) is 0.965. (5) The peptide sequence is DIALALEQY. The MHC is HLA-A31:01 with pseudo-sequence HLA-A31:01. The binding affinity (normalized) is 0.144.